Dataset: Forward reaction prediction with 1.9M reactions from USPTO patents (1976-2016). Task: Predict the product of the given reaction. (1) The product is: [ClH:18].[NH2:1][C:3]1[CH:8]=[CH:7][CH:6]=[CH:5][C:4]=1[OH:9]. Given the reactants [NH:1]([C:3]1[CH:8]=[CH:7][CH:6]=[CH:5][C:4]=1[OH:9])N.NC1C=CC=CC=1O.[ClH:18], predict the reaction product. (2) Given the reactants [OH:1][C:2]1[CH:7]=[CH:6][CH:5]=[CH:4][C:3]=1[C:8]1[N:17]=[CH:16][C:15]2[CH2:14][CH2:13][C@H:12]3[C@H:18]([CH3:25])[C:19](=[O:24])[CH:20]([C:22]#[N:23])[CH2:21][C@:11]3([C:26]3[CH:31]=[CH:30][CH:29]=[CH:28][CH:27]=3)[C:10]=2[N:9]=1.[Br:32]N1C(C)(C)C(=O)N(Br)C1=O.N1C=CC=CC=1, predict the reaction product. The product is: [Br:32][C:5]1[CH:6]=[CH:7][C:2]([OH:1])=[C:3]([C:8]2[N:17]=[CH:16][C:15]3[CH2:14][CH2:13][C@H:12]4[C@H:18]([CH3:25])[C:19](=[O:24])[C:20]([C:22]#[N:23])=[CH:21][C@:11]4([C:26]4[CH:27]=[CH:28][CH:29]=[CH:30][CH:31]=4)[C:10]=3[N:9]=2)[CH:4]=1. (3) Given the reactants [F:1][C:2]1[CH:7]=[CH:6][CH:5]=[CH:4][C:3]=1[N+:8]([O-:10])=[O:9].[Cl:11][S:12](O)(=[O:14])=[O:13], predict the reaction product. The product is: [F:1][C:2]1[CH:7]=[CH:6][C:5]([S:12]([Cl:11])(=[O:14])=[O:13])=[CH:4][C:3]=1[N+:8]([O-:10])=[O:9]. (4) Given the reactants [C:1]([O:5][C:6]([N:8]1[CH2:14][CH2:13][CH2:12][N:11]([C:15](=[O:26])[C:16]2[CH:21]=[C:20]([CH:22](O)[CH3:23])[CH:19]=[CH:18][C:17]=2[F:25])[CH2:10][CH2:9]1)=[O:7])([CH3:4])([CH3:3])[CH3:2].S(Cl)([Cl:29])=O, predict the reaction product. The product is: [C:1]([O:5][C:6]([N:8]1[CH2:14][CH2:13][CH2:12][N:11]([C:15](=[O:26])[C:16]2[CH:21]=[C:20]([CH:22]([Cl:29])[CH3:23])[CH:19]=[CH:18][C:17]=2[F:25])[CH2:10][CH2:9]1)=[O:7])([CH3:4])([CH3:3])[CH3:2].